This data is from Forward reaction prediction with 1.9M reactions from USPTO patents (1976-2016). The task is: Predict the product of the given reaction. (1) Given the reactants Br[C:2]1[CH:3]=[N:4][C:5]2[C:10]([CH:11]=1)=[CH:9][CH:8]=[CH:7][C:6]=2[N+:12]([O-:14])=[O:13].[N:15]12[CH2:23][CH2:22][CH:19]([CH2:20][CH2:21]1)[NH:18][CH2:17][CH2:16]2.C(=O)([O-])[O-].[Cs+].[Cs+].C1(P(C2C=CC=CC=2)C2C=CC3C(=CC=CC=3)C=2C2C3C(=CC=CC=3)C=CC=2P(C2C=CC=CC=2)C2C=CC=CC=2)C=CC=CC=1, predict the reaction product. The product is: [N+:12]([C:6]1[CH:7]=[CH:8][CH:9]=[C:10]2[C:5]=1[N:4]=[CH:3][C:2]([N:18]1[CH:19]3[CH2:22][CH2:23][N:15]([CH2:21][CH2:20]3)[CH2:16][CH2:17]1)=[CH:11]2)([O-:14])=[O:13]. (2) Given the reactants [C:1](N1C=CN=C1)(N1C=CN=C1)=[O:2].[NH2:13][CH2:14][CH2:15][CH2:16][NH:17][C:18]1([CH2:31][OH:32])[CH2:23][CH2:22][N:21]([CH2:24][C:25]2[CH:30]=[CH:29][CH:28]=[CH:27][CH:26]=2)[CH2:20][CH2:19]1, predict the reaction product. The product is: [OH:32][CH2:31][C:18]1([N:17]2[CH2:16][CH2:15][CH2:14][NH:13][C:1]2=[O:2])[CH2:19][CH2:20][N:21]([CH2:24][C:25]2[CH:26]=[CH:27][CH:28]=[CH:29][CH:30]=2)[CH2:22][CH2:23]1.